Dataset: Catalyst prediction with 721,799 reactions and 888 catalyst types from USPTO. Task: Predict which catalyst facilitates the given reaction. (1) Product: [CH3:7][C:5]1[O:6][C:2]([C:34]([OH:36])=[O:35])=[C:3]([C:8]2[CH:17]=[CH:16][C:15]3[CH2:14][CH2:13][CH2:12][CH2:11][C:10]=3[CH:9]=2)[N:4]=1. The catalyst class is: 6. Reactant: Br[C:2]1[O:6][C:5]([CH3:7])=[N:4][C:3]=1[C:8]1[CH:17]=[CH:16][C:15]2[CH2:14][CH2:13][CH2:12][CH2:11][C:10]=2[CH:9]=1.O1CCCC1.CCCCCC.C([Li])CCC.[C:34](=[O:36])=[O:35]. (2) The catalyst class is: 7. Reactant: [C:1](Cl)(=[O:3])[CH3:2].[NH2:5][C:6]1[CH:7]=[C:8]([CH:16]=[CH:17][C:18]=1[C:19]([NH2:21])=[O:20])[C:9]([O:11][C:12]([CH3:15])([CH3:14])[CH3:13])=[O:10].N1C=CC=CC=1. Product: [C:1]([NH:5][C:6]1[CH:7]=[C:8]([CH:16]=[CH:17][C:18]=1[C:19]([NH2:21])=[O:20])[C:9]([O:11][C:12]([CH3:15])([CH3:14])[CH3:13])=[O:10])(=[O:3])[CH3:2]. (3) Reactant: Cl.Cl[CH2:3][C:4]1[CH:9]=[CH:8][N:7]=[CH:6][CH:5]=1.[H-].[Na+].[Cl:12][C:13]1[CH:20]=[C:19]([C:21]2[C:22]([CH3:27])=[N:23][NH:24][C:25]=2[CH3:26])[CH:18]=[CH:17][C:14]=1[C:15]#[N:16].O. Product: [Cl:12][C:13]1[CH:20]=[C:19]([C:21]2[C:25]([CH3:26])=[N:24][N:23]([CH2:3][C:4]3[CH:9]=[CH:8][N:7]=[CH:6][CH:5]=3)[C:22]=2[CH3:27])[CH:18]=[CH:17][C:14]=1[C:15]#[N:16]. The catalyst class is: 3. (4) Reactant: [Cl:1][C:2]1[CH:3]=[C:4]2[C:9](=[CH:10][C:11]=1[O:12][C:13]1[CH:21]=[CH:20][C:16]([C:17](O)=[O:18])=[CH:15][CH:14]=1)[O:8][CH2:7][CH2:6][CH:5]2[C:22]([O:24][CH2:25][CH3:26])=[O:23].[F:27][C:28]([F:40])([F:39])[S:29][C:30]1[CH:35]=[CH:34][C:33]([CH2:36][CH2:37][NH2:38])=[CH:32][CH:31]=1.Cl.CN(C)CCCN=C=NCC.ON1C2N=CC=CC=2N=N1.C(N(CC)C(C)C)(C)C. Product: [Cl:1][C:2]1[CH:3]=[C:4]2[C:9](=[CH:10][C:11]=1[O:12][C:13]1[CH:21]=[CH:20][C:16]([C:17](=[O:18])[NH:38][CH2:37][CH2:36][C:33]3[CH:32]=[CH:31][C:30]([S:29][C:28]([F:39])([F:27])[F:40])=[CH:35][CH:34]=3)=[CH:15][CH:14]=1)[O:8][CH2:7][CH2:6][CH:5]2[C:22]([O:24][CH2:25][CH3:26])=[O:23]. The catalyst class is: 85. (5) Reactant: [OH:1][CH2:2][C:3]1[CH:8]=[CH:7][C:6](B(O)O)=[CH:5][CH:4]=1.C(=O)([O-])[O-].[Na+].[Na+].[ClH:18].[N:19]12[CH2:26][CH2:25][CH:22]([CH2:23][CH2:24]1)[CH:21]([CH2:27][C:28]([NH:30][C:31]1[CH:36]=[CH:35][CH:34]=[C:33](Br)[CH:32]=1)=[O:29])[CH2:20]2.[OH-].[Na+]. Product: [ClH:18].[N:19]12[CH2:26][CH2:25][CH:22]([CH2:23][CH2:24]1)[CH:21]([CH2:27][C:28]([NH:30][C:31]1[CH:32]=[C:33]([C:6]3[CH:7]=[CH:8][C:3]([CH2:2][OH:1])=[CH:4][CH:5]=3)[CH:34]=[CH:35][CH:36]=1)=[O:29])[CH2:20]2. The catalyst class is: 151. (6) Reactant: Cl[C:2]1[N:11]=[CH:10][C:9]([C:12]([F:15])([F:14])[F:13])=[CH:8][C:3]=1[C:4]([O:6][CH3:7])=[O:5].Cl.[F:17][C:18]1([F:23])[CH2:21][CH:20]([NH2:22])[CH2:19]1.C(N(CC)CC)C.CN(C=O)C. Product: [F:17][C:18]1([F:23])[CH2:21][CH:20]([NH:22][C:2]2[N:11]=[CH:10][C:9]([C:12]([F:15])([F:14])[F:13])=[CH:8][C:3]=2[C:4]([O:6][CH3:7])=[O:5])[CH2:19]1. The catalyst class is: 25.